Dataset: NCI-60 drug combinations with 297,098 pairs across 59 cell lines. Task: Regression. Given two drug SMILES strings and cell line genomic features, predict the synergy score measuring deviation from expected non-interaction effect. (1) Drug 1: CC(CN1CC(=O)NC(=O)C1)N2CC(=O)NC(=O)C2. Drug 2: C1=NC2=C(N1)C(=S)N=CN2. Cell line: OVCAR-4. Synergy scores: CSS=26.9, Synergy_ZIP=-11.9, Synergy_Bliss=-12.3, Synergy_Loewe=-14.1, Synergy_HSA=-11.0. (2) Drug 1: CC1=C2C(C(=O)C3(C(CC4C(C3C(C(C2(C)C)(CC1OC(=O)C(C(C5=CC=CC=C5)NC(=O)OC(C)(C)C)O)O)OC(=O)C6=CC=CC=C6)(CO4)OC(=O)C)O)C)O. Drug 2: CN(CC1=CN=C2C(=N1)C(=NC(=N2)N)N)C3=CC=C(C=C3)C(=O)NC(CCC(=O)O)C(=O)O. Cell line: OVCAR-8. Synergy scores: CSS=46.1, Synergy_ZIP=0.836, Synergy_Bliss=-0.733, Synergy_Loewe=-2.88, Synergy_HSA=-0.948. (3) Drug 1: C1CN1C2=NC(=NC(=N2)N3CC3)N4CC4. Drug 2: C(=O)(N)NO. Cell line: DU-145. Synergy scores: CSS=58.3, Synergy_ZIP=0.859, Synergy_Bliss=0.672, Synergy_Loewe=-33.2, Synergy_HSA=0.175. (4) Cell line: TK-10. Drug 1: C1CCC(C1)C(CC#N)N2C=C(C=N2)C3=C4C=CNC4=NC=N3. Drug 2: C1C(C(OC1N2C=NC3=C2NC=NCC3O)CO)O. Synergy scores: CSS=9.65, Synergy_ZIP=-2.53, Synergy_Bliss=1.48, Synergy_Loewe=1.41, Synergy_HSA=1.43. (5) Drug 1: CNC(=O)C1=CC=CC=C1SC2=CC3=C(C=C2)C(=NN3)C=CC4=CC=CC=N4. Drug 2: C1C(C(OC1N2C=NC(=NC2=O)N)CO)O. Cell line: HCC-2998. Synergy scores: CSS=22.4, Synergy_ZIP=-3.23, Synergy_Bliss=-1.22, Synergy_Loewe=-1.71, Synergy_HSA=0.778. (6) Drug 1: C#CCC(CC1=CN=C2C(=N1)C(=NC(=N2)N)N)C3=CC=C(C=C3)C(=O)NC(CCC(=O)O)C(=O)O. Drug 2: COCCOC1=C(C=C2C(=C1)C(=NC=N2)NC3=CC=CC(=C3)C#C)OCCOC.Cl. Cell line: A549. Synergy scores: CSS=8.49, Synergy_ZIP=0.800, Synergy_Bliss=3.83, Synergy_Loewe=3.31, Synergy_HSA=3.23. (7) Drug 1: C1=CC(=CC=C1CC(C(=O)O)N)N(CCCl)CCCl.Cl. Drug 2: CCN(CC)CCCC(C)NC1=C2C=C(C=CC2=NC3=C1C=CC(=C3)Cl)OC. Cell line: IGROV1. Synergy scores: CSS=25.0, Synergy_ZIP=7.16, Synergy_Bliss=9.21, Synergy_Loewe=3.79, Synergy_HSA=8.10.